This data is from Full USPTO retrosynthesis dataset with 1.9M reactions from patents (1976-2016). The task is: Predict the reactants needed to synthesize the given product. (1) The reactants are: C[O:2][C:3](=[O:31])[C:4]1[CH:9]=[CH:8][CH:7]=[C:6]([O:10][CH:11]2[CH2:16][CH2:15][CH:14]([CH3:17])[N:13]([C:18](=[O:30])[C:19]3[CH:24]=[CH:23][CH:22]=[CH:21][C:20]=3[N:25]3[N:29]=[CH:28][CH:27]=[N:26]3)[CH2:12]2)[CH:5]=1.[Li+].[OH-].O. Given the product [CH3:17][CH:14]1[N:13]([C:18](=[O:30])[C:19]2[CH:24]=[CH:23][CH:22]=[CH:21][C:20]=2[N:25]2[N:29]=[CH:28][CH:27]=[N:26]2)[CH2:12][CH:11]([O:10][C:6]2[CH:5]=[C:4]([CH:9]=[CH:8][CH:7]=2)[C:3]([OH:31])=[O:2])[CH2:16][CH2:15]1, predict the reactants needed to synthesize it. (2) The reactants are: [CH2:1]([S:4](Cl)(=[O:6])=[O:5])[CH2:2][CH3:3].[Cl:8][C:9]1[CH:14]=[C:13]([Cl:15])[CH:12]=[CH:11][C:10]=1[N:16]1[C:20]([C:21]2[CH:26]=[CH:25][C:24]([OH:27])=[CH:23][CH:22]=2)=[C:19]([CH3:28])[C:18]([C:29]([NH:31][C:32]2([C:37]([O:39][CH3:40])=[O:38])[CH2:36][CH2:35][CH2:34][CH2:33]2)=[O:30])=[N:17]1.O. Given the product [Cl:8][C:9]1[CH:14]=[C:13]([Cl:15])[CH:12]=[CH:11][C:10]=1[N:16]1[C:20]([C:21]2[CH:22]=[CH:23][C:24]([O:27][S:4]([CH2:1][CH2:2][CH3:3])(=[O:6])=[O:5])=[CH:25][CH:26]=2)=[C:19]([CH3:28])[C:18]([C:29]([NH:31][C:32]2([C:37]([O:39][CH3:40])=[O:38])[CH2:36][CH2:35][CH2:34][CH2:33]2)=[O:30])=[N:17]1, predict the reactants needed to synthesize it. (3) Given the product [S:1]1[CH2:5][CH2:4][N:3]=[C:2]1[C:6]1[NH:7][C:8]2[C:13]([CH:14]=1)=[CH:12][CH:11]=[CH:10][C:9]=2[NH2:15], predict the reactants needed to synthesize it. The reactants are: [S:1]1[CH2:5][CH2:4][N:3]=[C:2]1[C:6]1[NH:7][C:8]2[C:13]([CH:14]=1)=[CH:12][CH:11]=[CH:10][C:9]=2[N+:15]([O-])=O. (4) Given the product [C:1]1(/[CH:7]=[CH:8]\[C:9]2[CH:23]=[CH:22][C:12]3[N:13]=[C:14]([NH:16][C:17]([NH:19][CH2:20][CH3:21])=[O:18])[S:15][C:11]=3[CH:10]=2)[CH:2]=[CH:3][CH:4]=[CH:5][CH:6]=1, predict the reactants needed to synthesize it. The reactants are: [C:1]1([C:7]#[C:8][C:9]2[CH:23]=[CH:22][C:12]3[N:13]=[C:14]([NH:16][C:17]([NH:19][CH2:20][CH3:21])=[O:18])[S:15][C:11]=3[CH:10]=2)[CH:6]=[CH:5][CH:4]=[CH:3][CH:2]=1. (5) Given the product [F:26][C:24]([F:27])([CH3:25])[CH:23]([C:20]1[CH:19]=[CH:18][C:17]([N:10]2[CH2:11][CH2:12][C:8]3([CH2:14][CH2:15][C:5]4([O:4][CH2:3][CH2:2][O:1]4)[CH2:6][CH2:7]3)[C:9]2=[O:13])=[CH:22][CH:21]=1)[OH:28], predict the reactants needed to synthesize it. The reactants are: [O:1]1[C:5]2([CH2:15][CH2:14][C:8]3([CH2:12][CH2:11][NH:10][C:9]3=[O:13])[CH2:7][CH2:6]2)[O:4][CH2:3][CH2:2]1.Br[C:17]1[CH:22]=[CH:21][C:20]([CH:23]([OH:28])[C:24]([F:27])([F:26])[CH3:25])=[CH:19][CH:18]=1. (6) Given the product [CH3:1][O:2][C:3](=[O:24])[C:4]1[CH:9]=[CH:8][C:7]([O:10][CH2:26][CH2:27][CH2:28][O:29]/[N:30]=[CH:31]/[C:32]2[C:36]3[CH:37]=[CH:38][CH:39]=[CH:40][C:35]=3[O:34][C:33]=2[CH2:41][CH2:42][CH2:43][CH3:44])=[CH:6][C:5]=1[NH:11][C:12](=[O:23])[C:13]1[CH:14]=[CH:15][C:16]([C:19]([CH3:20])([CH3:21])[CH3:22])=[CH:17][CH:18]=1, predict the reactants needed to synthesize it. The reactants are: [CH3:1][O:2][C:3](=[O:24])[C:4]1[CH:9]=[CH:8][C:7]([OH:10])=[CH:6][C:5]=1[NH:11][C:12](=[O:23])[C:13]1[CH:18]=[CH:17][C:16]([C:19]([CH3:22])([CH3:21])[CH3:20])=[CH:15][CH:14]=1.Br[CH2:26][CH2:27][CH2:28][O:29][N:30]=[CH:31][C:32]1[C:36]2[CH:37]=[CH:38][CH:39]=[CH:40][C:35]=2[O:34][C:33]=1[CH2:41][CH2:42][CH2:43][CH3:44].C(=O)([O-])[O-].[Cs+].[Cs+]. (7) Given the product [OH:13][CH2:14][C@H:15]1[NH:16][CH2:17][CH2:18][N:19]([C:2]2[NH:3][C:4](=[O:12])[C:5]3[C:10]([CH:11]=2)=[CH:9][CH:8]=[CH:7][CH:6]=3)[CH2:20]1, predict the reactants needed to synthesize it. The reactants are: Cl[C:2]1[NH:3][C:4](=[O:12])[C:5]2[C:10]([CH:11]=1)=[CH:9][CH:8]=[CH:7][CH:6]=2.[OH:13][CH2:14][C@@H:15]1[CH2:20][NH:19][CH2:18][CH2:17][NH:16]1.